This data is from Reaction yield outcomes from USPTO patents with 853,638 reactions. The task is: Predict the reaction yield, written as a fraction of the theoretical maximum amount of product (1.0 means a 100% yield; for example, 0.34 means a 34% yield). The reactants are [Cl:1][C:2]1[S:6][C:5]([C:7]([OH:9])=O)=[CH:4][C:3]=1C.C(N(C(C)C)CC)(C)C.C1CN([P+]([Br:36])(N2CCCC2)N2CCCC2)CC1.F[P-](F)(F)(F)(F)F.[NH2:44][CH:45]([CH2:55][C:56]1[CH:61]=[CH:60][CH:59]=[CH:58][CH:57]=1)[CH2:46][NH:47][C:48](=[O:54])[O:49][C:50]([CH3:53])([CH3:52])[CH3:51]. The catalyst is C(Cl)Cl. The product is [Br:36][C:3]1[CH:4]=[C:5]([C:7]([NH:44][CH:45]([CH2:55][C:56]2[CH:57]=[CH:58][CH:59]=[CH:60][CH:61]=2)[CH2:46][NH:47][C:48](=[O:54])[O:49][C:50]([CH3:53])([CH3:51])[CH3:52])=[O:9])[S:6][C:2]=1[Cl:1]. The yield is 0.970.